The task is: Predict the reaction yield, written as a fraction of the theoretical maximum amount of product (1.0 means a 100% yield; for example, 0.34 means a 34% yield).. This data is from Reaction yield outcomes from USPTO patents with 853,638 reactions. (1) The yield is 0.730. The product is [C:1]([C:5]1[NH:6][C:7]2[C:12]([CH:13]=1)=[CH:11][C:10]([N+:14]([O-:16])=[O:15])=[CH:9][C:8]=2[CH2:17][OH:18])([CH3:4])([CH3:2])[CH3:3]. The catalyst is O. The reactants are [C:1]([C:5]1[NH:6][C:7]2[C:12]([CH:13]=1)=[CH:11][C:10]([N+:14]([O-:16])=[O:15])=[CH:9][C:8]=2[C:17](OC)=[O:18])([CH3:4])([CH3:3])[CH3:2].ClCCl.CC(C[AlH]CC(C)C)C. (2) The reactants are C(NC(C)C)(C)C.C([Li])CCC.[F:13][C:14]([F:27])([F:26])[S:15][C:16]1[CH:21]=[CH:20][C:19]([CH2:22][C:23]([OH:25])=[O:24])=[CH:18][CH:17]=1.I[CH2:29][CH:30]1[CH2:34][CH2:33][CH2:32][CH2:31]1. The catalyst is O1CCCC1.CN1CCCN(C)C1=O. The product is [CH:30]1([CH2:29][CH:22]([C:19]2[CH:18]=[CH:17][C:16]([S:15][C:14]([F:26])([F:13])[F:27])=[CH:21][CH:20]=2)[C:23]([OH:25])=[O:24])[CH2:34][CH2:33][CH2:32][CH2:31]1. The yield is 0.580. (3) The reactants are [NH2:1][C@@H:2]1[C:11]2[C:6](=[CH:7][CH:8]=[CH:9][CH:10]=2)[C@@H:5]([OH:12])[CH2:4][CH2:3]1.[Na].F[C:15]1[CH:16]=[CH:17][C:18]2[N:19]([C:21]([N:24]3[CH2:29][CH2:28][CH2:27][CH2:26][C@@H:25]3[CH3:30])=[N:22][N:23]=2)[CH:20]=1.N. The catalyst is CN(C=O)C.CO.C(Cl)Cl. The product is [CH3:30][C@H:25]1[CH2:26][CH2:27][CH2:28][CH2:29][N:24]1[C:21]1[N:19]2[CH:20]=[C:15]([O:12][C@@H:5]3[C:6]4[C:11](=[CH:10][CH:9]=[CH:8][CH:7]=4)[C@@H:2]([NH2:1])[CH2:3][CH2:4]3)[CH:16]=[CH:17][C:18]2=[N:23][N:22]=1. The yield is 0.450. (4) The reactants are [CH3:1][O:2][C:3]1[CH:8]=[CH:7][C:6]([N+:9]([O-])=O)=[CH:5][C:4]=1[C:12]([F:15])([F:14])[F:13]. The catalyst is CO.[Pd]. The product is [CH3:1][O:2][C:3]1[CH:8]=[CH:7][C:6]([NH2:9])=[CH:5][C:4]=1[C:12]([F:13])([F:14])[F:15]. The yield is 1.00. (5) The reactants are [O:1]([CH2:8][CH2:9][NH2:10])[C:2]1[CH:7]=[CH:6][CH:5]=[CH:4][CH:3]=1.[IH:11].CS[C:14]1[NH:23][CH2:22][C:21]2[C:16](=[CH:17][CH:18]=[CH:19][CH:20]=2)[N:15]=1. The catalyst is C(#N)C. The product is [IH:11].[N:15]1[C:16]2[C:21](=[CH:20][CH:19]=[CH:18][CH:17]=2)[CH2:22][NH:23][C:14]=1[NH:10][CH2:9][CH2:8][O:1][C:2]1[CH:7]=[CH:6][CH:5]=[CH:4][CH:3]=1. The yield is 0.950. (6) The reactants are C(OC([N:6]1[CH:10]=[C:9]([C:11]2[C:12]3[CH:19]=[CH:18][N:17]([CH2:20][O:21][CH2:22][CH2:23][Si:24]([CH3:27])([CH3:26])[CH3:25])[C:13]=3[N:14]=[CH:15][N:16]=2)[CH:8]=[N:7]1)C)C.O1CCCC1.Cl.[OH-].[Na+]. The catalyst is O. The product is [NH:6]1[CH:10]=[C:9]([C:11]2[C:12]3[CH:19]=[CH:18][N:17]([CH2:20][O:21][CH2:22][CH2:23][Si:24]([CH3:27])([CH3:26])[CH3:25])[C:13]=3[N:14]=[CH:15][N:16]=2)[CH:8]=[N:7]1. The yield is 0.880. (7) The reactants are O=C1[C:8]2[C:7]([S:22][CH2:23][C:24](O)=O)=[CH:6][CH:5]=[CH:4][C:3]=2C(=O)[C:8]2[C:3]1=[CH:4][CH:5]=[CH:6][C:7]=2[S:22][CH2:23][C:24](O)=O. The catalyst is C(OC(=O)C)(=O)C. The product is [CH:23]1[S:22][C:7]2[CH:8]=[CH:3][CH:4]=[C:5]3[C:24]4[C:6]5[C:5]([C:24]=1[C:6]=23)=[CH:4][CH:3]=[CH:8][C:7]=5[S:22][CH:23]=4. The yield is 0.710. (8) The reactants are [CH3:1][O:2][C:3]1[CH:4]=[C:5]2[C:10](=[CH:11][C:12]=1[O:13][CH3:14])[N:9]=[CH:8][N:7]=[C:6]2[O:15][C:16]1[CH:22]=[CH:21][C:19]([NH2:20])=[CH:18][CH:17]=1.ClC(Cl)(O[C:27](=[O:33])OC(Cl)(Cl)Cl)Cl.Cl.[CH2:36]([NH2:39])[CH:37]=[CH2:38].CO. The catalyst is C(Cl)(Cl)Cl.C(N(CC)CC)C. The product is [CH2:36]([NH:39][C:27]([NH:20][C:19]1[CH:21]=[CH:22][C:16]([O:15][C:6]2[C:5]3[C:10](=[CH:11][C:12]([O:13][CH3:14])=[C:3]([O:2][CH3:1])[CH:4]=3)[N:9]=[CH:8][N:7]=2)=[CH:17][CH:18]=1)=[O:33])[CH:37]=[CH2:38]. The yield is 0.330. (9) The reactants are [CH2:1]([C:3]1[C:4]([CH3:26])=[C:5]2[C:9](=[C:10]([O:18][CH2:19][CH2:20][Si:21]([CH3:24])([CH3:23])[CH3:22])[C:11]=1[CH2:12][CH:13]=[C:14]([CH3:17])[CH2:15]O)[C:8](=[O:25])[O:7][CH2:6]2)[CH3:2].C1(P(C2C=CC=CC=2)C2C=CC=CC=2)C=CC=CC=1.C(Br)(Br)(Br)[Br:47]. The catalyst is C(Cl)Cl. The product is [Br:47][CH2:15][C:14]([CH3:17])=[CH:13][CH2:12][C:11]1[C:10]([O:18][CH2:19][CH2:20][Si:21]([CH3:23])([CH3:24])[CH3:22])=[C:9]2[C:5]([CH2:6][O:7][C:8]2=[O:25])=[C:4]([CH3:26])[C:3]=1[CH2:1][CH3:2]. The yield is 0.870.